Dataset: Forward reaction prediction with 1.9M reactions from USPTO patents (1976-2016). Task: Predict the product of the given reaction. (1) The product is: [OH:47][CH2:46][CH2:45][C:44]1[CH:48]=[CH:49][C:41]([NH:40][C:5]([NH:29][C:28]2[CH:30]=[CH:31][C:25]([C:23]3[N:24]=[C:19]([N:13]4[CH2:14][CH2:15][O:16][CH2:17][CH2:18]4)[C:20]4[N:34]=[N:33][N:32]([CH2:35][C:36]([F:38])([F:39])[F:37])[C:21]=4[N:22]=3)=[CH:26][CH:27]=2)=[O:11])=[CH:42][CH:43]=1. Given the reactants ClC(Cl)(O[C:5](=[O:11])OC(Cl)(Cl)Cl)Cl.[N:13]1([C:19]2[C:20]3[N:34]=[N:33][N:32]([CH2:35][C:36]([F:39])([F:38])[F:37])[C:21]=3[N:22]=[C:23]([C:25]3[CH:31]=[CH:30][C:28]([NH2:29])=[CH:27][CH:26]=3)[N:24]=2)[CH2:18][CH2:17][O:16][CH2:15][CH2:14]1.[NH2:40][C:41]1[CH:49]=[CH:48][C:44]([CH2:45][CH2:46][OH:47])=[CH:43][CH:42]=1.CCN(CC)CC, predict the reaction product. (2) Given the reactants [NH2:1][C:2]1[C:7]([N+:8]([O-:10])=[O:9])=[C:6]([N:11]2[CH2:16][CH2:15]N(CC(NC3SC=CN=3)=O)[CH2:13][CH2:12]2)[C:5]([Br:26])=[CH:4][N:3]=1.BrC1C(Cl)=C([N+]([O-])=O)C(N)=NC=1.CCN(C(C)C)C(C)C.[O:48]([CH:55]1CCNCC1)[C:49]1[CH:54]=[CH:53][CH:52]=[CH:51][CH:50]=1, predict the reaction product. The product is: [Br:26][C:5]1[C:6]([N:11]2[CH2:12][CH2:13][CH:55]([O:48][C:49]3[CH:54]=[CH:53][CH:52]=[CH:51][CH:50]=3)[CH2:15][CH2:16]2)=[C:7]([N+:8]([O-:10])=[O:9])[C:2]([NH2:1])=[N:3][CH:4]=1. (3) Given the reactants [C:1]([N:7]([CH2:22][C:23]1[CH:28]=[CH:27][C:26]([C:29]2[CH:34]=[CH:33][CH:32]=[CH:31][C:30]=2[C:35]2[N:39]([C:40]([C:53]3[CH:58]=[CH:57][CH:56]=[CH:55][CH:54]=3)([C:47]3[CH:52]=[CH:51][CH:50]=[CH:49][CH:48]=3)[C:41]3[CH:46]=[CH:45][CH:44]=[CH:43][CH:42]=3)[N:38]=[N:37][N:36]=2)=[CH:25][CH:24]=1)[C@H:8]([C:12]([O:14]CC1C=CC=CC=1)=[O:13])[CH:9]([CH3:11])[CH3:10])(=[O:6])[CH2:2][CH2:3][CH2:4][CH3:5], predict the reaction product. The product is: [C:1]([N:7]([CH2:22][C:23]1[CH:28]=[CH:27][C:26]([C:29]2[CH:34]=[CH:33][CH:32]=[CH:31][C:30]=2[C:35]2[N:39]([C:40]([C:41]3[CH:42]=[CH:43][CH:44]=[CH:45][CH:46]=3)([C:47]3[CH:52]=[CH:51][CH:50]=[CH:49][CH:48]=3)[C:53]3[CH:54]=[CH:55][CH:56]=[CH:57][CH:58]=3)[N:38]=[N:37][N:36]=2)=[CH:25][CH:24]=1)[C@H:8]([C:12]([OH:14])=[O:13])[CH:9]([CH3:11])[CH3:10])(=[O:6])[CH2:2][CH2:3][CH2:4][CH3:5]. (4) Given the reactants [CH2:1]([O:3][C:4](=[O:16])[CH2:5][O:6][C:7]1[CH:12]=[CH:11][CH:10]=[CH:9][C:8]=1[CH2:13][CH2:14][CH3:15])[CH3:2].[Cl:17][S:18](O)(=[O:20])=[O:19], predict the reaction product. The product is: [CH2:1]([O:3][C:4](=[O:16])[CH2:5][O:6][C:7]1[CH:12]=[CH:11][C:10]([S:18]([Cl:17])(=[O:20])=[O:19])=[CH:9][C:8]=1[CH2:13][CH2:14][CH3:15])[CH3:2].